This data is from Reaction yield outcomes from USPTO patents with 853,638 reactions. The task is: Predict the reaction yield, written as a fraction of the theoretical maximum amount of product (1.0 means a 100% yield; for example, 0.34 means a 34% yield). (1) The reactants are [CH2:1]([OH:23])[CH2:2][CH2:3][CH2:4][CH2:5][CH2:6][CH2:7][CH2:8][CH2:9][CH2:10][CH2:11][CH2:12]/[CH:13]=[CH:14]\[CH2:15][CH2:16][CH2:17][CH2:18][CH2:19][CH2:20][CH2:21][CH3:22].[Cl:24][CH2:25][C:26](Cl)=[O:27]. The catalyst is C1(C)C=CC=CC=1. The product is [Cl:24][CH2:25][C:26]([O:23][CH2:1][CH2:2][CH2:3][CH2:4][CH2:5][CH2:6][CH2:7][CH2:8][CH2:9][CH2:10][CH2:11][CH2:12]/[CH:13]=[CH:14]\[CH2:15][CH2:16][CH2:17][CH2:18][CH2:19][CH2:20][CH2:21][CH3:22])=[O:27]. The yield is 0.943. (2) The reactants are O[CH2:2][C:3]1[CH:4]=[CH:5][C:6]([C:9]([N:11]2[CH2:16][CH2:15][N:14]([CH:17]([CH3:19])[CH3:18])[CH2:13][CH2:12]2)=[O:10])=[N:7][CH:8]=1.COC(=O)[C:23]1[CH:28]=[CH:27][C:26](C(N2CCN(C(C)C)CC2)=O)=[N:25][CH:24]=1.C(O[AlH-](OC(C)(C)C)OC(C)(C)C)(C)(C)C.[Li+]. The catalyst is C1COCC1. The product is [CH:17]([N:14]1[CH2:15][CH2:16][N:11]([C:9]([C:6]2[CH:5]=[CH:4][C:3]([CH2:2][N:25]3[CH2:26][CH2:27][CH2:28][CH2:23][CH2:24]3)=[CH:8][N:7]=2)=[O:10])[CH2:12][CH2:13]1)([CH3:19])[CH3:18]. The yield is 0.610. (3) The reactants are [OH-].[Na+].C1COCC1.[CH3:8][O:9][CH:10]([O:30][CH3:31])[C:11]1[CH:16]=[CH:15][C:14]([C:17]#[C:18][C:19]2[CH:29]=[CH:28][C:22]([C:23]([O:25]CC)=[O:24])=[CH:21][CH:20]=2)=[CH:13][CH:12]=1. The catalyst is CO. The product is [CH3:31][O:30][CH:10]([O:9][CH3:8])[C:11]1[CH:12]=[CH:13][C:14]([C:17]#[C:18][C:19]2[CH:20]=[CH:21][C:22]([C:23]([OH:25])=[O:24])=[CH:28][CH:29]=2)=[CH:15][CH:16]=1. The yield is 0.750. (4) The reactants are Br.[CH2:2]([O:4][C:5](=[O:13])[CH2:6][N:7]1[CH:11]=[CH:10][S:9][C:8]1=[NH:12])[CH3:3].[C:14]12([C:24](O)=[O:25])[CH2:23][CH:18]3[CH2:19][CH:20]([CH2:22][CH:16]([CH2:17]3)[CH2:15]1)[CH2:21]2.F[P-](F)(F)(F)(F)F.N1(OC(N(C)C)=[N+](C)C)C2N=CC=CC=2N=N1.C(N(C(C)C)CC)(C)C. The product is [CH2:2]([O:4][C:5](=[O:13])[CH2:6][N:7]1[CH:11]=[CH:10][S:9]/[C:8]/1=[N:12]\[C:24]([C:14]12[CH2:23][CH:18]3[CH2:17][CH:16]([CH2:22][CH:20]([CH2:19]3)[CH2:21]1)[CH2:15]2)=[O:25])[CH3:3]. The yield is 0.810. The catalyst is C1COCC1.C(OCC)(=O)C.